From a dataset of NCI-60 drug combinations with 297,098 pairs across 59 cell lines. Regression. Given two drug SMILES strings and cell line genomic features, predict the synergy score measuring deviation from expected non-interaction effect. (1) Drug 1: CC1=C(C=C(C=C1)C(=O)NC2=CC(=CC(=C2)C(F)(F)F)N3C=C(N=C3)C)NC4=NC=CC(=N4)C5=CN=CC=C5. Drug 2: C1CC(=O)NC(=O)C1N2C(=O)C3=CC=CC=C3C2=O. Cell line: SNB-75. Synergy scores: CSS=0.211, Synergy_ZIP=1.69, Synergy_Bliss=2.42, Synergy_Loewe=-0.793, Synergy_HSA=-0.857. (2) Drug 1: CNC(=O)C1=CC=CC=C1SC2=CC3=C(C=C2)C(=NN3)C=CC4=CC=CC=N4. Drug 2: CC1C(C(CC(O1)OC2CC(CC3=C2C(=C4C(=C3O)C(=O)C5=C(C4=O)C(=CC=C5)OC)O)(C(=O)C)O)N)O.Cl. Cell line: HCC-2998. Synergy scores: CSS=4.50, Synergy_ZIP=-4.02, Synergy_Bliss=-1.30, Synergy_Loewe=-9.51, Synergy_HSA=-2.04.